Dataset: Forward reaction prediction with 1.9M reactions from USPTO patents (1976-2016). Task: Predict the product of the given reaction. (1) Given the reactants [Cl:1][C:2]1[CH:7]=[CH:6][C:5]([C:8]2([CH2:22][CH2:23][C:24]([N:26]3[CH:30]([CH3:31])[CH2:29][CH2:28][CH:27]3[CH3:32])=[O:25])[C:16]3[C:11](=[CH:12][CH:13]=[CH:14][C:15]=3[O:17]C)[C:10]3=[N:19][CH:20]=[CH:21][N:9]23)=[CH:4][CH:3]=1.B(Br)(Br)Br, predict the reaction product. The product is: [Cl:1][C:2]1[CH:7]=[CH:6][C:5]([C:8]2([CH2:22][CH2:23][C:24]([N:26]3[CH:30]([CH3:31])[CH2:29][CH2:28][CH:27]3[CH3:32])=[O:25])[C:16]3[C:15]([OH:17])=[CH:14][CH:13]=[CH:12][C:11]=3[C:10]3=[N:19][CH:20]=[CH:21][N:9]23)=[CH:4][CH:3]=1. (2) Given the reactants [F:1][C:2]1[C:3]([F:34])=[CH:4][C:5]2[O:33][CH2:32][C:8]3([C:16]4[C:11](=[CH:12][CH:13]=[CH:14][CH:15]=4)[N:10]([CH2:17][CH:18]4[CH2:23][CH2:22][N:21](C(OC(C)(C)C)=O)[CH2:20][CH2:19]4)[C:9]3=[O:31])[C:6]=2[CH:7]=1.[ClH:35].O1CCOCC1, predict the reaction product. The product is: [ClH:35].[F:1][C:2]1[C:3]([F:34])=[CH:4][C:5]2[O:33][CH2:32][C:8]3([C:16]4[C:11](=[CH:12][CH:13]=[CH:14][CH:15]=4)[N:10]([CH2:17][CH:18]4[CH2:19][CH2:20][NH:21][CH2:22][CH2:23]4)[C:9]3=[O:31])[C:6]=2[CH:7]=1. (3) Given the reactants C(N(C(C)C)CC)(C)C.Cl.[S:11]1[CH:15]=[CH:14][C:13]([CH2:16][CH2:17][NH2:18])=[CH:12]1.Cl[C:20]([O:22][CH2:23][CH3:24])=[O:21], predict the reaction product. The product is: [CH2:23]([O:22][C:20](=[O:21])[NH:18][CH2:17][CH2:16][C:13]1[CH:14]=[CH:15][S:11][CH:12]=1)[CH3:24]. (4) Given the reactants [CH:1]1([C:4]2[N:8]([CH3:9])[C:7]3[CH:10]=[C:11]([N:14]4[CH:19]=[CH:18][C:17]([OH:20])=[CH:16][C:15]4=[O:21])[CH:12]=[CH:13][C:6]=3[N:5]=2)[CH2:3][CH2:2]1.[CH3:22][O:23][C:24]1[CH:29]=[CH:28][C:27]([CH2:30]O)=[CH:26][CH:25]=1.C(P(CCCC)CCCC)CCC.N(C(N1CCCCC1)=O)=NC(N1CCCCC1)=O, predict the reaction product. The product is: [CH:1]1([C:4]2[N:8]([CH3:9])[C:7]3[CH:10]=[C:11]([N:14]4[CH:19]=[CH:18][C:17]([O:20][CH2:30][C:27]5[CH:28]=[CH:29][C:24]([O:23][CH3:22])=[CH:25][CH:26]=5)=[CH:16][C:15]4=[O:21])[CH:12]=[CH:13][C:6]=3[N:5]=2)[CH2:2][CH2:3]1. (5) The product is: [NH2:25][C:16]1[CH:15]=[C:14]([O:13][CH2:6][C:7]2[CH:12]=[CH:11][CH:10]=[CH:9][CH:8]=2)[C:19]([O:20][CH3:21])=[CH:18][C:17]=1[C:22](=[O:24])[CH3:23]. Given the reactants C([O-])(=O)C.[NH4+].[CH2:6]([O:13][C:14]1[C:19]([O:20][CH3:21])=[CH:18][C:17]([C:22](=[O:24])[CH3:23])=[C:16]([N+:25]([O-])=O)[CH:15]=1)[C:7]1[CH:12]=[CH:11][CH:10]=[CH:9][CH:8]=1.C1(C)C=CC=CC=1, predict the reaction product. (6) Given the reactants [NH:1]1[CH2:4][CH:3]([O:5][C:6]2[CH:11]=[CH:10][C:9]([C:12]3[CH:13]=[CH:14][C:15]([S:18]([CH3:21])(=[O:20])=[O:19])=[N:16][CH:17]=3)=[CH:8][CH:7]=2)[CH2:2]1.[CH:22]1([O:27][C:28]2[N:33]=[CH:32][C:31]([CH:34]=O)=[CH:30][CH:29]=2)[CH2:26][CH2:25][CH2:24][CH2:23]1.C(O[BH-](OC(=O)C)OC(=O)C)(=O)C.[Na+], predict the reaction product. The product is: [CH:22]1([O:27][C:28]2[CH:29]=[CH:30][C:31]([CH2:34][N:1]3[CH2:4][CH:3]([O:5][C:6]4[CH:7]=[CH:8][C:9]([C:12]5[CH:17]=[N:16][C:15]([S:18]([CH3:21])(=[O:20])=[O:19])=[CH:14][CH:13]=5)=[CH:10][CH:11]=4)[CH2:2]3)=[CH:32][N:33]=2)[CH2:26][CH2:25][CH2:24][CH2:23]1. (7) Given the reactants [OH:1][CH2:2][C@H:3]([NH:16][C:17](=[O:23])[O:18][C:19]([CH3:22])([CH3:21])[CH3:20])[CH2:4][CH2:5][C:6]1[CH:11]=[CH:10][C:9]([C:12]([F:15])([F:14])[F:13])=[CH:8][CH:7]=1.[O-:24]I(=O)(=O)=O.[Na+].CC(O)C.Cl, predict the reaction product. The product is: [C:19]([O:18][C:17]([NH:16][C@H:3]([CH2:4][CH2:5][C:6]1[CH:7]=[CH:8][C:9]([C:12]([F:15])([F:14])[F:13])=[CH:10][CH:11]=1)[C:2]([OH:24])=[O:1])=[O:23])([CH3:20])([CH3:22])[CH3:21].